This data is from CYP3A4 inhibition data for predicting drug metabolism from PubChem BioAssay. The task is: Regression/Classification. Given a drug SMILES string, predict its absorption, distribution, metabolism, or excretion properties. Task type varies by dataset: regression for continuous measurements (e.g., permeability, clearance, half-life) or binary classification for categorical outcomes (e.g., BBB penetration, CYP inhibition). Dataset: cyp3a4_veith. (1) The molecule is Nc1[nH]c(=O)ncc1F. The result is 0 (non-inhibitor). (2) The drug is C[C@@](N)(C(=O)O)c1ccc(P(=O)(O)O)cc1. The result is 0 (non-inhibitor). (3) The molecule is Cc1cccc(C(=O)Nc2nnc(-c3ccc(C(C)(C)C)cc3)s2)c1. The result is 0 (non-inhibitor). (4) The compound is O=c1c(-c2cccs2)nc2cnc(Oc3ccccc3)nc2n1C1CC1. The result is 0 (non-inhibitor). (5) The result is 1 (inhibitor). The compound is CC(C)(C)c1nc(SCC(=O)Nc2ccc3c(c2)OCCO3)c2ccccc2n1. (6) The compound is O=C1/C(=C\c2ccccn2)SC(=S)N1Nc1ncc(C(F)(F)F)cc1Cl. The result is 1 (inhibitor).